This data is from NCI-60 drug combinations with 297,098 pairs across 59 cell lines. The task is: Regression. Given two drug SMILES strings and cell line genomic features, predict the synergy score measuring deviation from expected non-interaction effect. (1) Drug 1: C1CC(=O)NC(=O)C1N2CC3=C(C2=O)C=CC=C3N. Drug 2: CCC1(C2=C(COC1=O)C(=O)N3CC4=CC5=C(C=CC(=C5CN(C)C)O)N=C4C3=C2)O.Cl. Cell line: OVCAR-5. Synergy scores: CSS=8.49, Synergy_ZIP=-5.52, Synergy_Bliss=-3.25, Synergy_Loewe=-2.44, Synergy_HSA=-2.41. (2) Drug 1: CC1C(C(CC(O1)OC2CC(CC3=C2C(=C4C(=C3O)C(=O)C5=C(C4=O)C(=CC=C5)OC)O)(C(=O)CO)O)N)O.Cl. Drug 2: CC1C(C(CC(O1)OC2CC(CC3=C2C(=C4C(=C3O)C(=O)C5=C(C4=O)C(=CC=C5)OC)O)(C(=O)CO)O)N)O.Cl. Cell line: NCI-H322M. Synergy scores: CSS=38.0, Synergy_ZIP=-0.108, Synergy_Bliss=2.75, Synergy_Loewe=3.33, Synergy_HSA=4.10. (3) Drug 1: C1C(C(OC1N2C=NC(=NC2=O)N)CO)O. Drug 2: CC1C(C(CC(O1)OC2CC(CC3=C2C(=C4C(=C3O)C(=O)C5=C(C4=O)C(=CC=C5)OC)O)(C(=O)CO)O)N)O.Cl. Cell line: MOLT-4. Synergy scores: CSS=42.5, Synergy_ZIP=-10.0, Synergy_Bliss=-20.0, Synergy_Loewe=-14.1, Synergy_HSA=-13.5. (4) Drug 1: CN1C2=C(C=C(C=C2)N(CCCl)CCCl)N=C1CCCC(=O)O.Cl. Drug 2: C1=NC2=C(N1)C(=S)N=CN2. Cell line: MALME-3M. Synergy scores: CSS=12.5, Synergy_ZIP=-6.55, Synergy_Bliss=-3.58, Synergy_Loewe=-16.9, Synergy_HSA=-4.67.